From a dataset of Catalyst prediction with 721,799 reactions and 888 catalyst types from USPTO. Predict which catalyst facilitates the given reaction. (1) Reactant: [CH3:1][C:2]1([CH3:27])[C:7]([CH2:8][C:9]([O:11][CH2:12][C:13]2[CH:18]=[CH:17][CH:16]=[CH:15][CH:14]=2)=[O:10])=[C:6](OS(C(F)(F)F)(=O)=O)[CH2:5][CH2:4][CH2:3]1.[CH2:28]([SnH3])[CH:29]=[CH2:30].[Cl-].[Li+]. Product: [CH2:30]([C:6]1[CH2:5][CH2:4][CH2:3][C:2]([CH3:27])([CH3:1])[C:7]=1[CH2:8][C:9]([O:11][CH2:12][C:13]1[CH:18]=[CH:17][CH:16]=[CH:15][CH:14]=1)=[O:10])[CH:29]=[CH2:28]. The catalyst class is: 12. (2) Reactant: [CH3:1][O:2][C:3](=[O:17])[CH2:4][C:5]1[C:14]([Cl:15])=[CH:13][CH:12]=[C:11]2[C:6]=1[CH:7]=[C:8]([CH3:16])[CH:9]=[N:10]2.[Br:18]N1C(=O)CCC1=O. Product: [CH3:1][O:2][C:3](=[O:17])[CH2:4][C:5]1[C:14]([Cl:15])=[CH:13][CH:12]=[C:11]2[C:6]=1[CH:7]=[C:8]([CH2:16][Br:18])[CH:9]=[N:10]2. The catalyst class is: 717. (3) Reactant: Cl[C:2]1[C:11]2[C:6](=[CH:7][CH:8]=[C:9]([C:12]([F:15])([F:14])[F:13])[CH:10]=2)[CH:5]=[CH:4][N:3]=1.[OH-].[K+].[C:18]1([OH:24])[CH:23]=[CH:22][CH:21]=[CH:20][CH:19]=1. Product: [O:24]([C:2]1[C:11]2[C:6](=[CH:7][CH:8]=[C:9]([C:12]([F:15])([F:14])[F:13])[CH:10]=2)[CH:5]=[CH:4][N:3]=1)[C:18]1[CH:23]=[CH:22][CH:21]=[CH:20][CH:19]=1. The catalyst class is: 28. (4) Reactant: [F:1][C:2]1[CH:3]=[C:4]([C@H:8]2[CH2:12][CH2:11][CH2:10][N:9]2[C:13]2[CH:18]=[CH:17][N:16]3[N:19]=[CH:20][C:21]([NH2:22])=[C:15]3[N:14]=2)[CH:5]=[CH:6][CH:7]=1.[CH3:23][N:24]1[CH:28]=[CH:27][N:26]=[C:25]1[C:29](O)=[O:30].CN(C(ON1N=NC2C=CC=NC1=2)=[N+](C)C)C.F[P-](F)(F)(F)(F)F.CCN(C(C)C)C(C)C. Product: [F:1][C:2]1[CH:3]=[C:4]([C@H:8]2[CH2:12][CH2:11][CH2:10][N:9]2[C:13]2[CH:18]=[CH:17][N:16]3[N:19]=[CH:20][C:21]([NH:22][C:29]([C:25]4[N:24]([CH3:23])[CH:28]=[CH:27][N:26]=4)=[O:30])=[C:15]3[N:14]=2)[CH:5]=[CH:6][CH:7]=1. The catalyst class is: 329. (5) Reactant: Br[C:2]1[CH:7]=[CH:6][CH:5]=[CH:4][N:3]=1.[Br:8][C:9]1[CH:10]=[C:11](B(O)O)[CH:12]=[CH:13][CH:14]=1.C(=O)([O-])[O-].[Na+].[Na+].C(O)C. Product: [Br:8][C:9]1[CH:14]=[C:13]([C:2]2[CH:7]=[CH:6][CH:5]=[CH:4][N:3]=2)[CH:12]=[CH:11][CH:10]=1. The catalyst class is: 206. (6) Reactant: [Cl:1][C:2]1[N:7]=[C:6](Cl)[CH:5]=[CH:4][N:3]=1.[NH:9]1[CH2:14][CH2:13][CH2:12][CH:11]([C:15]([O:17][CH2:18][CH3:19])=[O:16])[CH2:10]1. Product: [Cl:1][C:2]1[N:7]=[C:6]([N:9]2[CH2:14][CH2:13][CH2:12][CH:11]([C:15]([O:17][CH2:18][CH3:19])=[O:16])[CH2:10]2)[CH:5]=[CH:4][N:3]=1. The catalyst class is: 14. (7) Reactant: [NH2:1][C:2]1[CH:3]=[CH:4][C:5]2[N:10]([CH3:11])[C:9](=[O:12])[O:8][C:7]([CH2:15][CH3:16])([CH2:13][CH3:14])[C:6]=2[CH:17]=1.[Cl:18][C:19]1[CH:20]=[C:21](B(O)O)[CH:22]=[CH:23][CH:24]=1.C(N(CC)CC)C. Product: [Cl:18][C:19]1[CH:24]=[C:23]([NH:1][C:2]2[CH:3]=[CH:4][C:5]3[N:10]([CH3:11])[C:9](=[O:12])[O:8][C:7]([CH2:15][CH3:16])([CH2:13][CH3:14])[C:6]=3[CH:17]=2)[CH:22]=[CH:21][CH:20]=1. The catalyst class is: 302. (8) Reactant: [NH:1]1[C:9]2[C:4](=[CH:5][CH:6]=[CH:7][CH:8]=2)[C:3]([CH2:10][C@H:11]([C:13]2[O:17][N:16]=[C:15]([CH3:18])[N:14]=2)[NH2:12])=[CH:2]1.[CH3:19][N:20]([CH3:34])[C:21]1([C:28]2[CH:33]=[CH:32][CH:31]=[CH:30][CH:29]=2)[CH2:26][CH2:25][C:24](=O)[CH2:23][CH2:22]1.S([O-])([O-])(=O)=O.[Na+].[Na+].C(O)(=O)C. Product: [NH:1]1[C:9]2[C:4](=[CH:5][CH:6]=[CH:7][CH:8]=2)[C:3]([CH2:10][C@@H:11]([NH:12][CH:24]2[CH2:23][CH2:22][C:21]([C:28]3[CH:29]=[CH:30][CH:31]=[CH:32][CH:33]=3)([N:20]([CH3:34])[CH3:19])[CH2:26][CH2:25]2)[C:13]2[O:17][N:16]=[C:15]([CH3:18])[N:14]=2)=[CH:2]1. The catalyst class is: 7.